The task is: Predict the product of the given reaction.. This data is from Forward reaction prediction with 1.9M reactions from USPTO patents (1976-2016). (1) The product is: [Cl:47][C:45]1[N:40]=[CH:41][C:42]([CH2:34][C:35]([NH:21][CH2:20][C:17]2[CH:18]=[CH:19][C:14]([N:11]3[CH2:12][CH2:13][C:9]([C:4]4[CH:5]=[C:6]([Cl:8])[CH:7]=[C:2]([Cl:1])[CH:3]=4)([C:26]([F:29])([F:28])[F:27])[CH2:10]3)=[CH:15][C:16]=2[C:22]([F:23])([F:24])[F:25])=[O:36])=[CH:43][CH:44]=1. Given the reactants [Cl:1][C:2]1[CH:3]=[C:4]([C:9]2([C:26]([F:29])([F:28])[F:27])[CH2:13][CH2:12][N:11]([C:14]3[CH:19]=[CH:18][C:17]([CH2:20][NH2:21])=[C:16]([C:22]([F:25])([F:24])[F:23])[CH:15]=3)[CH2:10]2)[CH:5]=[C:6]([Cl:8])[CH:7]=1.ClC1C=C[C:34]([C:35](Cl)=[O:36])=CN=1.[N:40]1[CH:45]=[CH:44][CH:43]=[CH:42][CH:41]=1.C(Cl)[Cl:47], predict the reaction product. (2) The product is: [CH3:12][O:13][C:14]([C:16]1[C:20]([NH:21][C:4](=[O:6])[C:3]2[C:7]([F:11])=[CH:8][CH:9]=[CH:10][C:2]=2[F:1])=[CH:19][NH:18][N:17]=1)=[O:15]. Given the reactants [F:1][C:2]1[CH:10]=[CH:9][CH:8]=[C:7]([F:11])[C:3]=1[C:4]([OH:6])=O.[CH3:12][O:13][C:14]([C:16]1[C:20]([NH2:21])=[CH:19][NH:18][N:17]=1)=[O:15].C(Cl)CCl.C1C=CC2N(O)N=NC=2C=1, predict the reaction product. (3) The product is: [Cl:17][C:18]([Cl:26])([C:23]([NH:6][C:5]1[CH:7]=[CH:8][CH:9]=[C:3]([C:1]#[CH:2])[CH:4]=1)=[O:24])[C:19]([O:21][CH3:22])=[O:20]. Given the reactants [C:1]([C:3]1[CH:4]=[C:5]([CH:7]=[CH:8][CH:9]=1)[NH2:6])#[CH:2].C(N(CC)CC)C.[Cl:17][C:18]([Cl:26])([C:23](Cl)=[O:24])[C:19]([O:21][CH3:22])=[O:20], predict the reaction product. (4) Given the reactants [F:1][C:2]1[CH:3]=[C:4]2[C:8](=[CH:9][CH:10]=1)[N:7]([CH3:11])[C:6]([C:12]([NH:14][C@H:15]([C:19]([NH:21][CH:22]([C:31](=[O:44])[CH2:32][O:33][C:34]1[C:39]([F:40])=[C:38]([F:41])[CH:37]=[C:36]([F:42])[C:35]=1[F:43])[CH2:23][C:24]([O:26]C(C)(C)C)=[O:25])=[O:20])[CH:16]([CH3:18])[CH3:17])=[O:13])=[CH:5]2.C(O)(C(F)(F)F)=O, predict the reaction product. The product is: [F:1][C:2]1[CH:3]=[C:4]2[C:8](=[CH:9][CH:10]=1)[N:7]([CH3:11])[C:6]([C:12]([NH:14][C@H:15]([C:19]([NH:21][CH:22]([C:31](=[O:44])[CH2:32][O:33][C:34]1[C:39]([F:40])=[C:38]([F:41])[CH:37]=[C:36]([F:42])[C:35]=1[F:43])[CH2:23][C:24]([OH:26])=[O:25])=[O:20])[CH:16]([CH3:17])[CH3:18])=[O:13])=[CH:5]2. (5) Given the reactants Cl.[Cl:2][CH2:3][CH2:4][CH2:5][CH:6]([C:18]1[CH:23]=[CH:22][C:21]([CH3:24])=[CH:20][CH:19]=1)[C:7]([NH:9][NH:10]C(OC(C)(C)C)=O)=[O:8], predict the reaction product. The product is: [ClH:2].[Cl:2][CH2:3][CH2:4][CH2:5][CH:6]([C:18]1[CH:23]=[CH:22][C:21]([CH3:24])=[CH:20][CH:19]=1)[C:7]([NH:9][NH2:10])=[O:8]. (6) Given the reactants C[N:2]([CH3:12])[CH:3]=[C:4]([N+:10]#[C-:11])[C:5]([O:7][CH2:8][CH3:9])=[O:6].Cl.[O:14]([C@H:21]1[CH2:26][CH2:25][C@H](N)[CH2:23][CH2:22]1)[C:15]1[CH:20]=[CH:19][CH:18]=[CH:17][CH:16]=1.C(N(CC)CC)C, predict the reaction product. The product is: [O:14]([C@H:21]1[CH2:26][CH2:25][C@H:12]([N:2]2[CH:3]=[C:4]([C:5]([O:7][CH2:8][CH3:9])=[O:6])[N:10]=[CH:11]2)[CH2:23][CH2:22]1)[C:15]1[CH:20]=[CH:19][CH:18]=[CH:17][CH:16]=1. (7) Given the reactants [N:1]1([C@:4]23[CH2:39][CH2:38][C@@H:37]([C:40]([CH3:42])=[CH2:41])[C@@H:5]2[C@@H:6]2[C@@:19]([CH3:22])([CH2:20][CH2:21]3)[C@@:18]3([CH3:23])[C@@H:9]([C@:10]4([CH3:36])[C@@H:15]([CH2:16][CH2:17]3)[C:14]([CH3:25])([CH3:24])[C:13]([C:26]3[CH:35]=[CH:34][C:29]([C:30]([O:32][CH3:33])=[O:31])=[CH:28][CH:27]=3)=[CH:12][CH2:11]4)[CH2:8][CH2:7]2)CC1.[CH:43]([N:46]([CH2:50][CH3:51])[CH:47]([CH3:49])[CH3:48])([CH3:45])C.C1C[O:55]CC1, predict the reaction product. The product is: [C@H:45]12[CH2:48][C@H:47]([N:46]([CH2:50][CH2:51][NH:1][C@:4]34[CH2:39][CH2:38][C@@H:37]([C:40]([CH3:42])=[CH2:41])[C@@H:5]3[C@@H:6]3[C@@:19]([CH3:22])([CH2:20][CH2:21]4)[C@@:18]4([CH3:23])[C@@H:9]([C@:10]5([CH3:36])[C@@H:15]([CH2:16][CH2:17]4)[C:14]([CH3:25])([CH3:24])[C:13]([C:26]4[CH:35]=[CH:34][C:29]([C:30]([O:32][CH3:33])=[O:31])=[CH:28][CH:27]=4)=[CH:12][CH2:11]5)[CH2:8][CH2:7]3)[CH2:43]1)[CH2:49][O:55]2.